This data is from Catalyst prediction with 721,799 reactions and 888 catalyst types from USPTO. The task is: Predict which catalyst facilitates the given reaction. (1) Reactant: Cl.[F:2][C:3]1[CH:11]=[C:10]2[C:6]([C:7]([C:21]3[CH:22]=[CH:23][C:24]([NH2:27])=[N:25][CH:26]=3)=[CH:8][N:9]2[S:12]([C:15]2[CH:20]=[CH:19][CH:18]=[CH:17][CH:16]=2)(=[O:14])=[O:13])=[CH:5][CH:4]=1.[H-].[Na+].[Cl:30][C:31]([Cl:38])([Cl:37])[C:32]([N:34]=[C:35]=[O:36])=[O:33]. Product: [Cl:30][C:31]([Cl:38])([Cl:37])[C:32]([NH:34][C:35](=[O:36])[NH:27][C:24]1[CH:23]=[CH:22][C:21]([C:7]2[C:6]3[C:10](=[CH:11][C:3]([F:2])=[CH:4][CH:5]=3)[N:9]([S:12]([C:15]3[CH:16]=[CH:17][CH:18]=[CH:19][CH:20]=3)(=[O:13])=[O:14])[CH:8]=2)=[CH:26][N:25]=1)=[O:33].[F:2][C:3]1[CH:11]=[C:10]2[C:6]([C:7]([C:21]3[CH:22]=[CH:23][C:24]([NH:27][C:32]([NH2:34])=[O:33])=[N:25][CH:26]=3)=[CH:8][N:9]2[S:12]([C:15]2[CH:16]=[CH:17][CH:18]=[CH:19][CH:20]=2)(=[O:13])=[O:14])=[CH:5][CH:4]=1. The catalyst class is: 1. (2) Reactant: [O:1]=[C:2]1[C:7]([CH:8]2[CH2:13][CH2:12][N:11](C(OCC3C=CC=CC=3)=O)[CH2:10][CH2:9]2)=[CH:6][CH:5]=[N:4][NH:3]1. Product: [NH:11]1[CH2:10][CH2:9][CH:8]([C:7]2[C:2](=[O:1])[NH:3][N:4]=[CH:5][CH:6]=2)[CH2:13][CH2:12]1. The catalyst class is: 29. (3) Reactant: [Cl:1][C:2]1[C:10]([Cl:11])=[C:9]2[C:5]([CH2:6][C:7]([CH2:14][CH:15]3[CH2:19][CH2:18][CH2:17][CH2:16]3)([CH3:13])[C:8]2=O)=[CH:4][C:3]=1[OH:20].Br[CH2:22][C:23]1[CH:28]=[CH:27][C:26]([C:29]#[N:30])=[CH:25][CH:24]=1.C(=O)([O-])[O-:32].[K+].[K+]. Product: [Cl:1][C:2]1[C:10]([Cl:11])=[C:9]2[C:5]([CH2:6][C:7]([CH2:14][CH:15]3[CH2:19][CH2:18][CH2:17][CH2:16]3)([CH3:13])[CH2:8]2)=[CH:4][C:3]=1[O:20][C:22]([C:23]1[CH:28]=[CH:27][C:26]([C:29]#[N:30])=[CH:25][CH:24]=1)=[O:32]. The catalyst class is: 21.